This data is from Catalyst prediction with 721,799 reactions and 888 catalyst types from USPTO. The task is: Predict which catalyst facilitates the given reaction. Reactant: [CH3:1][O:2][C:3](=[O:15])[C:4]1[CH:9]=[CH:8][C:7]([NH:10][C:11](=[O:13])[CH3:12])=[C:6](Br)[CH:5]=1.[B:16]1([B:16]2[O:20][C:19]([CH3:22])([CH3:21])[C:18]([CH3:24])([CH3:23])[O:17]2)[O:20][C:19]([CH3:22])([CH3:21])[C:18]([CH3:24])([CH3:23])[O:17]1.CC([O-])=O.[K+].N#N. Product: [CH3:1][O:2][C:3](=[O:15])[C:4]1[CH:9]=[CH:8][C:7]([NH:10][C:11](=[O:13])[CH3:12])=[C:6]([B:16]2[O:20][C:19]([CH3:22])([CH3:21])[C:18]([CH3:24])([CH3:23])[O:17]2)[CH:5]=1. The catalyst class is: 658.